Dataset: CYP2D6 inhibition data for predicting drug metabolism from PubChem BioAssay. Task: Regression/Classification. Given a drug SMILES string, predict its absorption, distribution, metabolism, or excretion properties. Task type varies by dataset: regression for continuous measurements (e.g., permeability, clearance, half-life) or binary classification for categorical outcomes (e.g., BBB penetration, CYP inhibition). Dataset: cyp2d6_veith. (1) The molecule is C/C(CCC(=O)OC[C@@H]1O[C@H](C#Cc2ccccc2)C=C[C@@H]1Oc1ccc(C)cc1)=N/O[C@@H](C)c1cc(-c2c(C)cc(C)cc2C)no1. The result is 0 (non-inhibitor). (2) The molecule is COC(=O)CSc1nc(NC#N)nc(NC(C)C)n1. The result is 0 (non-inhibitor). (3) The compound is Cc1ccc(Cn2cnc3c(nnn3Cc3ccc(Cl)cc3)c2=O)cc1. The result is 0 (non-inhibitor). (4) The drug is COc1cccc(-c2cc(NCc3ccccc3OC)ncn2)c1. The result is 1 (inhibitor). (5) The molecule is Clc1ccccc1C(c1ccccc1)(c1ccccc1)n1ccnc1. The result is 1 (inhibitor). (6) The compound is O=C1CSC(=S)N1/N=C\c1ccc(Cl)c([N+](=O)[O-])c1. The result is 0 (non-inhibitor).